Dataset: Catalyst prediction with 721,799 reactions and 888 catalyst types from USPTO. Task: Predict which catalyst facilitates the given reaction. (1) Reactant: [CH3:1][C:2]1[C:3]([C:22](O)=[O:23])=[CH:4][C:5]2[C:6]3[N:15]([CH:16]4[CH2:21][CH2:20][O:19][CH2:18][CH2:17]4)[N:14]=[CH:13][C:7]=3[C:8](=[O:12])[NH:9][C:10]=2[CH:11]=1.[NH2:25][CH2:26][CH2:27][N:28]1[CH2:33][CH2:32][CH2:31][CH2:30][CH2:29]1.CCN(C(C)C)C(C)C.CN(C(ON1N=NC2C=CC=NC1=2)=[N+](C)C)C.F[P-](F)(F)(F)(F)F. Product: [CH3:1][C:2]1[C:3]([C:22]([NH:25][CH2:26][CH2:27][N:28]2[CH2:33][CH2:32][CH2:31][CH2:30][CH2:29]2)=[O:23])=[CH:4][C:5]2[C:6]3[N:15]([CH:16]4[CH2:21][CH2:20][O:19][CH2:18][CH2:17]4)[N:14]=[CH:13][C:7]=3[C:8](=[O:12])[NH:9][C:10]=2[CH:11]=1. The catalyst class is: 3. (2) Reactant: [F:1][C:2]([F:11])([F:10])[C:3]1[CH:4]=[C:5]([CH:7]=[CH:8][CH:9]=1)[NH2:6].[C:12]([C:18]([O:20][CH3:21])=[O:19])#[C:13][C:14]([O:16][CH3:17])=[O:15]. Product: [F:1][C:2]([F:10])([F:11])[C:3]1[CH:4]=[C:5]([NH:6]/[C:13](=[CH:12]/[C:18]([O:20][CH3:21])=[O:19])/[C:14]([O:16][CH3:17])=[O:15])[CH:7]=[CH:8][CH:9]=1. The catalyst class is: 5. (3) Reactant: [C:1]([O:5][C:6](=[O:19])[N:7]([C@H:9]1[CH2:14][CH2:13][C@H:12](/[CH:15]=[CH:16]/[CH2:17]O)[CH2:11][CH2:10]1)[CH3:8])([CH3:4])([CH3:3])[CH3:2].CS([Cl:24])(=O)=O.N1C=CC=CC=1.O. Product: [C:1]([O:5][C:6](=[O:19])[N:7]([C@H:9]1[CH2:14][CH2:13][C@H:12](/[CH:15]=[CH:16]/[CH2:17][Cl:24])[CH2:11][CH2:10]1)[CH3:8])([CH3:4])([CH3:3])[CH3:2]. The catalyst class is: 64. (4) Reactant: C([NH:8][C@@H:9]([C:20]([OH:22])=O)[CH2:10][C:11]1[C:19]2[C:14](=[CH:15][CH:16]=[CH:17][CH:18]=2)[NH:13][CH:12]=1)(OC(C)(C)C)=O.[NH4+].OC1C2N=N[NH:30]C=2C=CC=1.C(N=C=NC(C)C)(C)C. Product: [NH2:8][C@@H:9]([C:20]([NH2:30])=[O:22])[CH2:10][C:11]1[C:19]2[C:14](=[CH:15][CH:16]=[CH:17][CH:18]=2)[NH:13][CH:12]=1. The catalyst class is: 9. (5) Reactant: CCN(CC)CC.[CH3:20][C:19]([O:18][C:16](O[C:16]([O:18][C:19]([CH3:22])([CH3:21])[CH3:20])=[O:17])=[O:17])([CH3:22])[CH3:21].[NH2:23][CH2:24][C:25]1[CH:26]=[C:27]([CH:29]=[C:30]([O:32][CH3:33])[CH:31]=1)[NH2:28]. Product: [NH2:28][C:27]1[CH:26]=[C:25]([CH:31]=[C:30]([O:32][CH3:33])[CH:29]=1)[CH2:24][NH:23][C:16](=[O:17])[O:18][C:19]([CH3:20])([CH3:21])[CH3:22]. The catalyst class is: 5. (6) Reactant: [N:1]([CH2:4][C@@H:5]1[CH2:9][CH2:8][CH2:7][N:6]1[C@H:10]1[CH2:15][CH2:14][C@@H:13]([CH2:16][C:17]2[CH:22]=[CH:21][C:20]([F:23])=[CH:19][CH:18]=2)[CH2:12][CH2:11]1)=[N+]=[N-]. Product: [F:23][C:20]1[CH:19]=[CH:18][C:17]([CH2:16][C@@H:13]2[CH2:14][CH2:15][C@H:10]([N:6]3[CH2:7][CH2:8][CH2:9][C@H:5]3[CH2:4][NH2:1])[CH2:11][CH2:12]2)=[CH:22][CH:21]=1. The catalyst class is: 43.